Dataset: Reaction yield outcomes from USPTO patents with 853,638 reactions. Task: Predict the reaction yield, written as a fraction of the theoretical maximum amount of product (1.0 means a 100% yield; for example, 0.34 means a 34% yield). (1) The reactants are [N:1]1[N:5]2[CH2:6][CH2:7][CH2:8][N:9]([C:11]([O:13][CH2:14][C:15]3[CH:20]=[C:19]([C:21]([F:24])([F:23])[F:22])[CH:18]=[C:17]([C:25]([F:28])([F:27])[F:26])[CH:16]=3)=[O:12])[CH2:10][C:4]2=[CH:3][C:2]=1[C:29]([O:31]CC)=[O:30].[OH-].[Na+].CO.Cl. The catalyst is C1COCC1.[Cl-].[Na+].O. The product is [F:27][C:25]([F:26])([F:28])[C:17]1[CH:16]=[C:15]([CH:20]=[C:19]([C:21]([F:23])([F:22])[F:24])[CH:18]=1)[CH2:14][O:13][C:11]([N:9]1[CH2:8][CH2:7][CH2:6][N:5]2[N:1]=[C:2]([C:29]([OH:31])=[O:30])[CH:3]=[C:4]2[CH2:10]1)=[O:12]. The yield is 0.990. (2) The reactants are Br[C:2]1[CH:7]=[C:6]([N+:8]([O-:10])=[O:9])[CH:5]=[C:4]([F:11])[C:3]=1[NH2:12].[CH3:13][C:14]([CH3:18])([CH3:17])[C:15]#[CH:16]. The catalyst is CCN(CC)CC.[Cu]I.Cl[Pd](Cl)([P](C1C=CC=CC=1)(C1C=CC=CC=1)C1C=CC=CC=1)[P](C1C=CC=CC=1)(C1C=CC=CC=1)C1C=CC=CC=1. The product is [CH3:13][C:14]([CH3:18])([CH3:17])[C:15]#[C:16][C:2]1[CH:7]=[C:6]([N+:8]([O-:10])=[O:9])[CH:5]=[C:4]([F:11])[C:3]=1[NH2:12]. The yield is 0.360. (3) The reactants are Br[C:2]1[C:3]([F:21])=[C:4]([F:20])[C:5]([NH:12][C:13]2[CH:18]=[CH:17][CH:16]=[CH:15][C:14]=2[F:19])=[C:6]([CH:11]=1)[C:7]([O:9][CH3:10])=[O:8].C(N(CC)C(C)C)(C)C.CC1(C)C2C(=C(P(C3C=CC=CC=3)C3C=CC=CC=3)C=CC=2)OC2C(P(C3C=CC=CC=3)C3C=CC=CC=3)=CC=CC1=2.[CH2:73]([SH:80])[C:74]1[CH:79]=[CH:78][CH:77]=[CH:76][CH:75]=1. The catalyst is O1CCOCC1.C1C=CC(/C=C/C(/C=C/C2C=CC=CC=2)=O)=CC=1.C1C=CC(/C=C/C(/C=C/C2C=CC=CC=2)=O)=CC=1.C1C=CC(/C=C/C(/C=C/C2C=CC=CC=2)=O)=CC=1.[Pd].[Pd]. The product is [CH2:73]([S:80][C:2]1[C:3]([F:21])=[C:4]([F:20])[C:5]([NH:12][C:13]2[CH:18]=[CH:17][CH:16]=[CH:15][C:14]=2[F:19])=[C:6]([CH:11]=1)[C:7]([O:9][CH3:10])=[O:8])[C:74]1[CH:79]=[CH:78][CH:77]=[CH:76][CH:75]=1. The yield is 0.883. (4) The reactants are [CH3:1][C:2]1[NH:3][C:4](=[O:10])[O:5][C:6]=1[C:7]([OH:9])=O.O1CCCC1.C(Cl)(=O)C(Cl)=O.[NH2:22][C:23]1[CH:24]=[C:25]([CH:42]=[CH:43][C:44]=1[CH3:45])[O:26][C:27]1[CH:28]=[CH:29][C:30]2[N:31]([CH:33]=[C:34]([NH:36][C:37]([CH:39]3[CH2:41][CH2:40]3)=[O:38])[N:35]=2)[N:32]=1. The catalyst is CN(C)C=O.CN(C)C(=O)C. The product is [CH:39]1([C:37]([NH:36][C:34]2[N:35]=[C:30]3[CH:29]=[CH:28][C:27]([O:26][C:25]4[CH:42]=[CH:43][C:44]([CH3:45])=[C:23]([NH:22][C:7]([C:6]5[O:5][C:4](=[O:10])[NH:3][C:2]=5[CH3:1])=[O:9])[CH:24]=4)=[N:32][N:31]3[CH:33]=2)=[O:38])[CH2:40][CH2:41]1. The yield is 0.350. (5) The reactants are [CH3:1][S-:2].[Na+].Cl[C:5]1[CH:10]=[C:9]([Sn:11]([CH2:20][CH2:21][CH2:22][CH3:23])([CH2:16][CH2:17][CH2:18][CH3:19])[CH2:12][CH2:13][CH2:14][CH3:15])[N:8]=[C:7]([CH3:24])[N:6]=1. The catalyst is O1CCCC1.O. The product is [CH3:24][C:7]1[N:6]=[C:5]([S:2][CH3:1])[CH:10]=[C:9]([Sn:11]([CH2:20][CH2:21][CH2:22][CH3:23])([CH2:16][CH2:17][CH2:18][CH3:19])[CH2:12][CH2:13][CH2:14][CH3:15])[N:8]=1. The yield is 0.300. (6) The reactants are [NH2:1][C:2]1[C:3]([CH:12]=O)=[CH:4][CH:5]=[C:6]2[C:11]=1[N:10]=[CH:9][CH:8]=[CH:7]2.[S:14](N)([NH2:17])(=[O:16])=[O:15]. The catalyst is N1C=CC=CC=1. The product is [CH:12]1[C:3]2[CH:4]=[CH:5][C:6]3[C:11](=[N:10][CH:9]=[CH:8][CH:7]=3)[C:2]=2[NH:1][S:14](=[O:16])(=[O:15])[N:17]=1. The yield is 0.820. (7) The reactants are [CH:1]([O:5][C:6]1[CH:11]=[CH:10][C:9]([C:12]2[C:17](=[O:18])[N:16]([CH2:19][C:20]3[CH:25]=[CH:24][C:23]([C:26]4[C:27]([C:32]#[N:33])=[CH:28][CH:29]=[CH:30][CH:31]=4)=[CH:22][CH:21]=3)[C:15]([CH2:34][CH2:35][CH3:36])=[N:14][C:13]=2[CH3:37])=[CH:8][CH:7]=1)([CH2:3][CH3:4])[CH3:2].Cl.[NH2:39]O.[C:41](=[O:44])([O-])[OH:42].[Na+]. The catalyst is CS(C)=O.C(OCC)(=O)C. The product is [CH:1]([O:5][C:6]1[CH:7]=[CH:8][C:9]([C:12]2[C:17](=[O:18])[N:16]([CH2:19][C:20]3[CH:25]=[CH:24][C:23]([C:26]4[CH:31]=[CH:30][CH:29]=[CH:28][C:27]=4[C:32]4[NH:39][C:41](=[O:44])[O:42][N:33]=4)=[CH:22][CH:21]=3)[C:15]([CH2:34][CH2:35][CH3:36])=[N:14][C:13]=2[CH3:37])=[CH:10][CH:11]=1)([CH2:3][CH3:4])[CH3:2]. The yield is 0.810.